Dataset: HIV replication inhibition screening data with 41,000+ compounds from the AIDS Antiviral Screen. Task: Binary Classification. Given a drug SMILES string, predict its activity (active/inactive) in a high-throughput screening assay against a specified biological target. (1) The compound is CCOC(=O)c1cnc2c(ccc3ncccc32)c1OCC. The result is 0 (inactive). (2) The compound is CC(C)CC(NC(=O)C(Cc1ccc(O)cc1)NC(=O)C(CO)NC(=O)C(C)NC(=O)C(CO)NC(=O)C(CCC(=O)O)NC(=O)C(NC(=O)C(N)CCC(=O)O)C(C)C)C(=O)NC(CCCNC(=N)N)C(=O)NC(CCCCN)C(=O)O. The result is 0 (inactive).